From a dataset of Full USPTO retrosynthesis dataset with 1.9M reactions from patents (1976-2016). Predict the reactants needed to synthesize the given product. (1) Given the product [C:1]([C:3]1[CH:4]=[N:5][C:6]2[C:11]([C:12]=1[NH:13][C:14]1[CH:19]=[CH:18][CH:17]=[C:16]3[O:20][CH2:21][O:22][C:15]=13)=[CH:10][C:9]([O:23][CH3:24])=[C:8]([O:25][CH2:26][C@H:27]([OH:29])[CH2:28][N:30]1[CH2:35][CH2:34][O:33][CH2:32][CH2:31]1)[CH:7]=2)#[N:2], predict the reactants needed to synthesize it. The reactants are: [C:1]([C:3]1[CH:4]=[N:5][C:6]2[C:11]([C:12]=1[NH:13][C:14]1[CH:19]=[CH:18][CH:17]=[C:16]3[O:20][CH2:21][O:22][C:15]=13)=[CH:10][C:9]([O:23][CH3:24])=[C:8]([O:25][CH2:26][C@@H:27]1[O:29][CH2:28]1)[CH:7]=2)#[N:2].[NH:30]1[CH2:35][CH2:34][O:33][CH2:32][CH2:31]1. (2) Given the product [CH:18]1([C:23]2[C:24]([C:25]#[N:26])=[C:10]([C:12]3[CH:17]=[CH:16][CH:15]=[CH:14][CH:13]=3)[C:3]3[C:2](=[CH:7][C:6]([O:8][CH3:9])=[CH:5][CH:4]=3)[N:1]=2)[CH2:22][CH2:21][CH2:20][CH2:19]1, predict the reactants needed to synthesize it. The reactants are: [NH2:1][C:2]1[CH:7]=[C:6]([O:8][CH3:9])[CH:5]=[CH:4][C:3]=1[C:10]([C:12]1[CH:17]=[CH:16][CH:15]=[CH:14][CH:13]=1)=O.[CH:18]1([C:23](=O)[CH2:24][C:25]#[N:26])[CH2:22][CH2:21][CH2:20][CH2:19]1. (3) The reactants are: [NH2:1][C:2]1[CH:11]=[C:10]([Cl:12])[C:9]([I:13])=[CH:8][C:3]=1[C:4]([O:6]C)=O.[C:14]1([CH3:27])[CH:19]=[CH:18][CH:17]=[CH:16][C:15]=1[O:20][CH2:21][C:22](OCC)=[O:23].C[Si]([N-][Si](C)(C)C)(C)C.[K+]. Given the product [Cl:12][C:10]1[CH:11]=[C:2]2[C:3]([C:4]([OH:6])=[C:21]([O:20][C:15]3[CH:16]=[CH:17][CH:18]=[CH:19][C:14]=3[CH3:27])[C:22](=[O:23])[NH:1]2)=[CH:8][C:9]=1[I:13], predict the reactants needed to synthesize it. (4) Given the product [CH3:19][C:20]([S@@:23](/[N:25]=[CH:13]/[C:12]1[CH:15]=[CH:16][C:9]([C:6]2[CH:5]=[CH:4][C:3]([C:2]([F:18])([F:17])[F:1])=[CH:8][N:7]=2)=[CH:10][CH:11]=1)=[O:24])([CH3:22])[CH3:21], predict the reactants needed to synthesize it. The reactants are: [F:1][C:2]([F:18])([F:17])[C:3]1[CH:4]=[CH:5][C:6]([C:9]2[CH:16]=[CH:15][C:12]([CH:13]=O)=[CH:11][CH:10]=2)=[N:7][CH:8]=1.[CH3:19][C:20]([S@@:23]([NH2:25])=[O:24])([CH3:22])[CH3:21]. (5) Given the product [C:9]([O:13][C:14](=[O:33])[C:15]([O:29][C:30](=[O:32])[CH3:31])([C:26](=[O:28])[CH3:27])[CH2:16]/[CH:17]=[C:18](/[CH3:25])\[CH2:19][CH2:20][CH:21]=[C:22]([CH3:24])[CH2:23][OH:7])([CH3:10])([CH3:11])[CH3:12], predict the reactants needed to synthesize it. The reactants are: [Se]=O.C([O:7]O)(C)(C)C.[C:9]([O:13][C:14](=[O:33])[C:15]([O:29][C:30](=[O:32])[CH3:31])([C:26](=[O:28])[CH3:27])[CH2:16]/[CH:17]=[C:18](/[CH3:25])\[CH2:19][CH2:20][CH:21]=[C:22]([CH3:24])[CH3:23])([CH3:12])([CH3:11])[CH3:10].